From a dataset of Full USPTO retrosynthesis dataset with 1.9M reactions from patents (1976-2016). Predict the reactants needed to synthesize the given product. Given the product [CH3:2][C:3]1[C:4]([CH3:9])([CH3:5])[C:30]2[C:22](=[CH:23][CH:24]=[C:25]([C:26]([OH:28])=[O:27])[CH:29]=2)[N:20]=1, predict the reactants needed to synthesize it. The reactants are: N1[C:9]2[C:4](=[CH:5]C=CC=2)[CH:3]=[CH:2]1.C(O)(=O)C.CC(C)C(=O)C.[NH:20]([C:22]1[CH:30]=[CH:29][C:25]([C:26]([OH:28])=[O:27])=[CH:24][CH:23]=1)N.